From a dataset of NCI-60 drug combinations with 297,098 pairs across 59 cell lines. Regression. Given two drug SMILES strings and cell line genomic features, predict the synergy score measuring deviation from expected non-interaction effect. (1) Drug 1: CC1=C2C(C(=O)C3(C(CC4C(C3C(C(C2(C)C)(CC1OC(=O)C(C(C5=CC=CC=C5)NC(=O)OC(C)(C)C)O)O)OC(=O)C6=CC=CC=C6)(CO4)OC(=O)C)OC)C)OC. Drug 2: C1CNP(=O)(OC1)N(CCCl)CCCl. Cell line: DU-145. Synergy scores: CSS=37.5, Synergy_ZIP=0.477, Synergy_Bliss=-4.37, Synergy_Loewe=-46.3, Synergy_HSA=-4.70. (2) Drug 1: CCCCCOC(=O)NC1=NC(=O)N(C=C1F)C2C(C(C(O2)C)O)O. Drug 2: C1CCC(C(C1)N)N.C(=O)(C(=O)[O-])[O-].[Pt+4]. Cell line: UO-31. Synergy scores: CSS=1.36, Synergy_ZIP=-2.05, Synergy_Bliss=-0.884, Synergy_Loewe=-17.2, Synergy_HSA=-4.51. (3) Cell line: CCRF-CEM. Synergy scores: CSS=7.54, Synergy_ZIP=-4.65, Synergy_Bliss=-11.0, Synergy_Loewe=-23.8, Synergy_HSA=-13.2. Drug 1: CN(C)N=NC1=C(NC=N1)C(=O)N. Drug 2: CN(C)C1=NC(=NC(=N1)N(C)C)N(C)C. (4) Drug 1: CCC1=CC2CC(C3=C(CN(C2)C1)C4=CC=CC=C4N3)(C5=C(C=C6C(=C5)C78CCN9C7C(C=CC9)(C(C(C8N6C)(C(=O)OC)O)OC(=O)C)CC)OC)C(=O)OC.C(C(C(=O)O)O)(C(=O)O)O. Drug 2: CC1=C(C(=O)C2=C(C1=O)N3CC4C(C3(C2COC(=O)N)OC)N4)N. Cell line: IGROV1. Synergy scores: CSS=46.8, Synergy_ZIP=-4.86, Synergy_Bliss=6.70, Synergy_Loewe=6.70, Synergy_HSA=10.2. (5) Drug 1: C1C(C(OC1N2C=NC3=C(N=C(N=C32)Cl)N)CO)O. Drug 2: CC=C1C(=O)NC(C(=O)OC2CC(=O)NC(C(=O)NC(CSSCCC=C2)C(=O)N1)C(C)C)C(C)C. Cell line: SF-539. Synergy scores: CSS=49.9, Synergy_ZIP=1.40, Synergy_Bliss=4.51, Synergy_Loewe=-23.0, Synergy_HSA=3.03.